From a dataset of Catalyst prediction with 721,799 reactions and 888 catalyst types from USPTO. Predict which catalyst facilitates the given reaction. (1) The catalyst class is: 2. Product: [CH3:2][O:3][C:4]1[CH:5]=[C:6]([S:12]([N:15]2[CH2:20][C@H:19]([CH3:21])[N:18]([S:41]([C:35]3[CH:36]=[CH:37][C:38]([O:39][CH3:40])=[C:33]([F:32])[CH:34]=3)(=[O:42])=[O:43])[CH2:17][C@@H:16]2[CH3:22])(=[O:13])=[O:14])[CH:7]=[CH:8][C:9]=1[O:10][CH3:11]. Reactant: Cl.[CH3:2][O:3][C:4]1[CH:5]=[C:6]([S:12]([N:15]2[CH2:20][C@H:19]([CH3:21])[NH:18][CH2:17][C@@H:16]2[CH3:22])(=[O:14])=[O:13])[CH:7]=[CH:8][C:9]=1[O:10][CH3:11].CCN(C(C)C)C(C)C.[F:32][C:33]1[CH:34]=[C:35]([S:41](Cl)(=[O:43])=[O:42])[CH:36]=[CH:37][C:38]=1[O:39][CH3:40]. (2) Reactant: [C:1](=[S:3])=[S:2].[C:4]1([CH3:12])[CH:9]=[CH:8][CH:7]=[C:6]([Mg]Br)[CH:5]=1.Cl[CH2:14][C:15]([OH:17])=[O:16].C(=O)([O-])O.[Na+]. Product: [CH3:12][C:4]1[CH:9]=[C:8]([CH:7]=[CH:6][CH:5]=1)[C:1]([S:3][CH2:14][C:15]([OH:17])=[O:16])=[S:2]. The catalyst class is: 20. (3) Reactant: C1N=CN([C:6]([N:8]2C=N[CH:10]=[CH:9]2)=[O:7])C=1.[CH3:13][N:14]([CH2:16][CH2:17][OH:18])[CH3:15].Cl.NCC1[CH:31]=[CH:30][C:25]([C:26]([O:28][CH3:29])=[O:27])=[CH:24][CH:23]=1. Product: [CH3:13][N:14]([CH3:15])[CH2:16][CH2:17][O:18][C:6]([NH:8][CH2:9][C:10]1[CH:31]=[CH:30][C:25]([C:26]([O:28][CH3:29])=[O:27])=[CH:24][CH:23]=1)=[O:7]. The catalyst class is: 298. (4) Reactant: [CH3:1][C:2]1([CH3:28])[CH2:7][CH2:6][CH:5]([CH2:8][C:9]2[NH:10][C:11](=[O:27])[C:12]([C:21]3[CH:26]=[CH:25][CH:24]=[CH:23][CH:22]=3)=[C:13]([OH:20])[C:14]=2C(OCC)=O)[CH2:4][CH2:3]1.[OH-].[Na+].Cl. Product: [CH3:1][C:2]1([CH3:28])[CH2:3][CH2:4][CH:5]([CH2:8][C:9]2[NH:10][C:11](=[O:27])[C:12]([C:21]3[CH:26]=[CH:25][CH:24]=[CH:23][CH:22]=3)=[C:13]([OH:20])[CH:14]=2)[CH2:6][CH2:7]1. The catalyst class is: 6.